From a dataset of NCI-60 drug combinations with 297,098 pairs across 59 cell lines. Regression. Given two drug SMILES strings and cell line genomic features, predict the synergy score measuring deviation from expected non-interaction effect. (1) Drug 2: C(CC(=O)O)C(=O)CN.Cl. Drug 1: CC(C)(C#N)C1=CC(=CC(=C1)CN2C=NC=N2)C(C)(C)C#N. Cell line: HOP-62. Synergy scores: CSS=5.55, Synergy_ZIP=7.15, Synergy_Bliss=14.6, Synergy_Loewe=5.85, Synergy_HSA=4.58. (2) Drug 1: CC(C1=C(C=CC(=C1Cl)F)Cl)OC2=C(N=CC(=C2)C3=CN(N=C3)C4CCNCC4)N. Drug 2: CC12CCC3C(C1CCC2O)C(CC4=C3C=CC(=C4)O)CCCCCCCCCS(=O)CCCC(C(F)(F)F)(F)F. Cell line: SF-268. Synergy scores: CSS=5.01, Synergy_ZIP=3.03, Synergy_Bliss=9.05, Synergy_Loewe=5.28, Synergy_HSA=5.58. (3) Drug 1: C1CCC(C1)C(CC#N)N2C=C(C=N2)C3=C4C=CNC4=NC=N3. Cell line: HS 578T. Drug 2: CCCCCOC(=O)NC1=NC(=O)N(C=C1F)C2C(C(C(O2)C)O)O. Synergy scores: CSS=-5.02, Synergy_ZIP=2.02, Synergy_Bliss=0.729, Synergy_Loewe=-6.05, Synergy_HSA=-5.37. (4) Drug 1: CC(C1=C(C=CC(=C1Cl)F)Cl)OC2=C(N=CC(=C2)C3=CN(N=C3)C4CCNCC4)N. Drug 2: C1=CC(=CC=C1CC(C(=O)O)N)N(CCCl)CCCl.Cl. Cell line: U251. Synergy scores: CSS=24.3, Synergy_ZIP=-6.75, Synergy_Bliss=3.90, Synergy_Loewe=3.02, Synergy_HSA=3.32. (5) Drug 1: CCC1=CC2CC(C3=C(CN(C2)C1)C4=CC=CC=C4N3)(C5=C(C=C6C(=C5)C78CCN9C7C(C=CC9)(C(C(C8N6C)(C(=O)OC)O)OC(=O)C)CC)OC)C(=O)OC.C(C(C(=O)O)O)(C(=O)O)O. Drug 2: CC1=CC2C(CCC3(C2CCC3(C(=O)C)OC(=O)C)C)C4(C1=CC(=O)CC4)C. Cell line: HCT116. Synergy scores: CSS=51.3, Synergy_ZIP=4.06, Synergy_Bliss=-0.442, Synergy_Loewe=-52.6, Synergy_HSA=1.06.